From a dataset of Forward reaction prediction with 1.9M reactions from USPTO patents (1976-2016). Predict the product of the given reaction. (1) Given the reactants [NH2:1][C:2]1[C:7]([N+:8]([O-:10])=[O:9])=[CH:6][CH:5]=[CH:4][N:3]=1.[H-].[Na+].Br[CH2:14][C:15]1[N:20]=[CH:19][C:18]([C:21]2[CH:30]=[CH:29][CH:28]=[CH:27][C:22]=2[C:23]([O:25][CH3:26])=[O:24])=[CH:17][CH:16]=1, predict the reaction product. The product is: [N+:8]([C:7]1[C:2]([NH:1][CH2:14][C:15]2[N:20]=[CH:19][C:18]([C:21]3[CH:30]=[CH:29][CH:28]=[CH:27][C:22]=3[C:23]([O:25][CH3:26])=[O:24])=[CH:17][CH:16]=2)=[N:3][CH:4]=[CH:5][CH:6]=1)([O-:10])=[O:9]. (2) Given the reactants COC1C=C([C:9]2[N:10]=[C:11]([NH:21][CH2:22][CH3:23])[S:12][C:13]=2[C:14]2[CH:19]=[CH:18][N:17]=[C:16]([Cl:20])[N:15]=2)C=CC=1.F[C:25]1[CH:26]=[C:27](N)[CH:28]=[CH:29][C:30]=1[O:31][CH:32]1[CH2:37]CN(CCS(C)(=O)=O)CC1.[CH3:45]C(O)C, predict the reaction product. The product is: [Cl:20][C:16]1[N:15]=[C:14]([C:13]2[S:12][C:11]([NH:21][CH2:22][CH3:23])=[N:10][C:9]=2[C:28]2[CH:27]=[C:26]([CH3:45])[CH:25]=[C:30]([O:31][CH2:32][CH3:37])[CH:29]=2)[CH:19]=[CH:18][N:17]=1.